Dataset: Forward reaction prediction with 1.9M reactions from USPTO patents (1976-2016). Task: Predict the product of the given reaction. (1) Given the reactants C([O:8][C:9]1[CH:14]=[C:13]([O:15]CC2C=CC=CC=2)[C:12]([C:23]([CH3:25])=[CH2:24])=[CH:11][C:10]=1[C:26]([N:28]1[CH2:33][CH2:32][CH:31]([CH2:34][CH:35]=O)[CH2:30][CH2:29]1)=[O:27])C1C=CC=CC=1.[C:37]([O:41][C:42](=[O:46])[C@H:43]([CH3:45])[NH2:44])([CH3:40])([CH3:39])[CH3:38], predict the reaction product. The product is: [OH:8][C:9]1[CH:14]=[C:13]([OH:15])[C:12]([CH:23]([CH3:24])[CH3:25])=[CH:11][C:10]=1[C:26]([N:28]1[CH2:33][CH2:32][CH:31]([CH2:34][CH2:35][NH:44][C@H:43]([C:42]([O:41][C:37]([CH3:40])([CH3:39])[CH3:38])=[O:46])[CH3:45])[CH2:30][CH2:29]1)=[O:27]. (2) Given the reactants O=P(Cl)(Cl)[Cl:3].[Cl:6][C:7]1[C:16]2[C:11](=[CH:12][C:13]([S:17]([Cl:20])(=[O:19])=[O:18])=[CH:14][CH:15]=2)[C:10](=O)[NH:9][CH:8]=1.CCOCC, predict the reaction product. The product is: [Cl:3][C:10]1[C:11]2[C:16](=[CH:15][CH:14]=[C:13]([S:17]([Cl:20])(=[O:19])=[O:18])[CH:12]=2)[C:7]([Cl:6])=[CH:8][N:9]=1. (3) Given the reactants [C:1]([O:5][C:6]([N:8]([CH2:28][O:29][CH2:30][CH2:31][Si:32]([CH3:35])([CH3:34])[CH3:33])[C:9]1[S:10][C@:11]2([C:25]([OH:27])=O)[C@H:13]([C@:14]([C:17]3[CH:22]=[CH:21][CH:20]=[C:19]([F:23])[C:18]=3[F:24])([CH3:16])[N:15]=1)[CH2:12]2)=[O:7])([CH3:4])([CH3:3])[CH3:2].[CH:36]([N:39](CC)C(C)C)(C)C.CN(C(ON1N=NC2C=CC=NC1=2)=[N+](C)C)C.F[P-](F)(F)(F)(F)F.CN, predict the reaction product. The product is: [C:1]([O:5][C:6](=[O:7])[N:8]([C:9]1[S:10][C@:11]2([C:25](=[O:27])[NH:39][CH3:36])[C@H:13]([C@:14]([C:17]3[CH:22]=[CH:21][CH:20]=[C:19]([F:23])[C:18]=3[F:24])([CH3:16])[N:15]=1)[CH2:12]2)[CH2:28][O:29][CH2:30][CH2:31][Si:32]([CH3:33])([CH3:34])[CH3:35])([CH3:4])([CH3:2])[CH3:3]. (4) Given the reactants Cl.[CH3:2][C:3]1[CH:24]=[C:23]([CH3:25])[C:22]([C:26]2[NH:39][C:29]3[CH:30]=[N:31][C:32]([N:34]4[CH2:38][CH2:37][CH2:36][CH2:35]4)=[CH:33][C:28]=3[N:27]=2)=[CH:21][C:4]=1[C:5]([N:7]1[CH2:12][CH2:11][CH:10]([C:13]2[CH:20]=[CH:19][C:16]([C:17]#[N:18])=[CH:15][CH:14]=2)[CH2:9][CH2:8]1)=[O:6].[F:40]C1(C2C=CC(C#N)=CC=2)CCNCC1.Cl, predict the reaction product. The product is: [CH3:2][C:3]1[CH:24]=[C:23]([CH3:25])[C:22]([C:26]2[NH:39][C:29]3[CH:30]=[N:31][C:32]([N:34]4[CH2:38][CH2:37][CH2:36][CH2:35]4)=[CH:33][C:28]=3[N:27]=2)=[CH:21][C:4]=1[C:5]([N:7]1[CH2:8][CH2:9][C:10]([C:13]2[CH:14]=[CH:15][C:16]([C:17]#[N:18])=[CH:19][CH:20]=2)([F:40])[CH2:11][CH2:12]1)=[O:6].